From a dataset of Forward reaction prediction with 1.9M reactions from USPTO patents (1976-2016). Predict the product of the given reaction. (1) The product is: [CH3:1][O:2][C:3](=[O:17])[C@@H:4]([O:14][CH2:15][CH3:16])[CH2:5][C:6]1[CH:11]=[CH:10][C:9]([O:12][CH2:19][C:20]2[N:21]=[C:22]([C:26]3[CH:31]=[CH:30][C:29]([F:32])=[C:28]([CH3:33])[CH:27]=3)[O:23][C:24]=2[CH3:25])=[CH:8][C:7]=1[Cl:13]. Given the reactants [CH3:1][O:2][C:3](=[O:17])[C@@H:4]([O:14][CH2:15][CH3:16])[CH2:5][C:6]1[CH:11]=[CH:10][C:9]([OH:12])=[CH:8][C:7]=1[Cl:13].Cl[CH2:19][C:20]1[N:21]=[C:22]([C:26]2[CH:31]=[CH:30][C:29]([F:32])=[C:28]([CH3:33])[CH:27]=2)[O:23][C:24]=1[CH3:25].C(=O)([O-])[O-].[Cs+].[Cs+].[I-].[K+], predict the reaction product. (2) Given the reactants [O:1]=[C:2]([C:19]1[C:27]2[C:22](=[CH:23][CH:24]=[CH:25][CH:26]=2)[N:21]([CH2:28][CH2:29][CH2:30][CH2:31][CH3:32])[CH:20]=1)[CH2:3][C:4]1[CH:18]=[CH:17][CH:16]=[CH:15][C:5]=1[O:6]CC(OC(C)(C)C)=O.FC(F)(F)C(O)=O, predict the reaction product. The product is: [OH:6][C:5]1[CH:15]=[CH:16][CH:17]=[CH:18][C:4]=1[CH2:3][C:2]([C:19]1[C:27]2[C:22](=[CH:23][CH:24]=[CH:25][CH:26]=2)[N:21]([CH2:28][CH2:29][CH2:30][CH2:31][CH3:32])[CH:20]=1)=[O:1].